This data is from Peptide-MHC class II binding affinity with 134,281 pairs from IEDB. The task is: Regression. Given a peptide amino acid sequence and an MHC pseudo amino acid sequence, predict their binding affinity value. This is MHC class II binding data. The peptide sequence is DDKFLANVSTVLTGK. The MHC is DRB1_0701 with pseudo-sequence DRB1_0701. The binding affinity (normalized) is 0.689.